From a dataset of Full USPTO retrosynthesis dataset with 1.9M reactions from patents (1976-2016). Predict the reactants needed to synthesize the given product. (1) Given the product [S:1]1[CH:5]=[CH:4][CH:3]=[C:2]1[C:6]1[CH:13]=[CH:12][C:9]([CH2:10][NH2:11])=[CH:8][CH:7]=1, predict the reactants needed to synthesize it. The reactants are: [S:1]1[CH:5]=[CH:4][CH:3]=[C:2]1[C:6]1[CH:13]=[CH:12][C:9]([C:10]#[N:11])=[CH:8][CH:7]=1.[H-].[Al+3].[Li+].[H-].[H-].[H-].CO. (2) Given the product [ClH:36].[NH2:43][C:44]1[C:45]([C:51]([NH:53][CH2:54][CH2:55][CH2:56][O:57][CH3:58])=[O:52])=[N:46][C:47]([C:15]2[CH:20]=[CH:19][C:18]([S:21]([N:24]3[CH2:29][CH2:28][N:27]([CH3:30])[CH2:26][CH2:25]3)(=[O:23])=[O:22])=[CH:17][CH:16]=2)=[CH:48][N:49]=1, predict the reactants needed to synthesize it. The reactants are: B(OC(C)C)(OC(C)C)OC(C)C.Br[C:15]1[CH:20]=[CH:19][C:18]([S:21]([N:24]2[CH2:29][CH2:28][N:27]([CH3:30])[CH2:26][CH2:25]2)(=[O:23])=[O:22])=[CH:17][CH:16]=1.C([Li])CCC.[ClH:36].C(=O)([O-])[O-].[Na+].[Na+].[NH2:43][C:44]1[C:45]([C:51]([NH:53][CH2:54][CH2:55][CH2:56][O:57][CH3:58])=[O:52])=[N:46][C:47](Br)=[CH:48][N:49]=1. (3) Given the product [C:1]([O:5][C:6]([N:8]1[C@H:12]([CH:13]=[O:14])[CH2:11][C@@H:10]([CH:15]([CH3:17])[CH3:16])[C@@H:9]1[C:18]1[CH:23]=[CH:22][C:21]([O:24][CH3:25])=[C:20]([O:26][CH2:27][CH2:28][CH2:29][O:30][CH3:31])[CH:19]=1)=[O:7])([CH3:4])([CH3:3])[CH3:2], predict the reactants needed to synthesize it. The reactants are: [C:1]([O:5][C:6]([N:8]1[C@H:12]([CH2:13][OH:14])[CH2:11][C@@H:10]([CH:15]([CH3:17])[CH3:16])[C@@H:9]1[C:18]1[CH:23]=[CH:22][C:21]([O:24][CH3:25])=[C:20]([O:26][CH2:27][CH2:28][CH2:29][O:30][CH3:31])[CH:19]=1)=[O:7])([CH3:4])([CH3:3])[CH3:2].N1C=CC=CC=1.C(N(C(C)C)CC)(C)C.CS(C)=O.